This data is from Peptide-MHC class I binding affinity with 185,985 pairs from IEDB/IMGT. The task is: Regression. Given a peptide amino acid sequence and an MHC pseudo amino acid sequence, predict their binding affinity value. This is MHC class I binding data. (1) The peptide sequence is EMKLRQKQL. The MHC is HLA-B08:01 with pseudo-sequence HLA-B08:01. The binding affinity (normalized) is 0.664. (2) The MHC is HLA-A02:03 with pseudo-sequence HLA-A02:03. The binding affinity (normalized) is 0.715. The peptide sequence is YLQQNWWTL. (3) The peptide sequence is IASAIVLEFF. The MHC is HLA-B57:01 with pseudo-sequence HLA-B57:01. The binding affinity (normalized) is 0.373. (4) The peptide sequence is FEDQLLPFMS. The MHC is H-2-Kb with pseudo-sequence H-2-Kb. The binding affinity (normalized) is 0.309. (5) The peptide sequence is FQPQNGQCI. The MHC is H-2-Db with pseudo-sequence H-2-Db. The binding affinity (normalized) is 0.435.